Regression/Classification. Given a drug SMILES string, predict its absorption, distribution, metabolism, or excretion properties. Task type varies by dataset: regression for continuous measurements (e.g., permeability, clearance, half-life) or binary classification for categorical outcomes (e.g., BBB penetration, CYP inhibition). Dataset: cyp2c9_veith. From a dataset of CYP2C9 inhibition data for predicting drug metabolism from PubChem BioAssay. (1) The drug is CCOC(=O)N1CCC(NC(=O)CCC(=O)N2CC(C)Oc3ccc(C)cc32)CC1. The result is 0 (non-inhibitor). (2) The compound is COc1cc(NC(=O)c2c(F)cccc2F)nc(OC)n1. The result is 0 (non-inhibitor). (3) The drug is Cc1onc(-c2c(Cl)cccc2Cl)c1C(=O)N1CCc2ccccc2C1. The result is 1 (inhibitor). (4) The molecule is CN(C)[C@H]1C(=O)C(C(=O)NCN[C@@H](CCCCN)C(=O)O)=C(O)[C@]2(O)C(=O)C3=C(O)c4c(O)cccc4[C@@](C)(O)[C@H]3C[C@@H]12. The result is 0 (non-inhibitor). (5) The compound is COc1ccc(C(=O)N2CCC[C@@]3(CCN(C(=O)Nc4cccc(F)c4)C3)C2)cc1. The result is 1 (inhibitor). (6) The drug is C[C@@H](C(=O)NCC1CC1)[C@@H]1C[C@@]1(C)[C@@H](NC(=O)OCc1ccccc1)c1ccccc1. The result is 1 (inhibitor).